From a dataset of Full USPTO retrosynthesis dataset with 1.9M reactions from patents (1976-2016). Predict the reactants needed to synthesize the given product. (1) Given the product [CH2:27]([O:26][C:24]([N:15]1[C@H:14]([C:12]([N:11]([CH2:34][C:35]2([C:38]([OH:40])=[O:39])[CH2:36][CH2:37]2)[C@@H:4]([C:5]2[CH:6]=[CH:7][CH:8]=[CH:9][CH:10]=2)[CH2:3][O:2][CH3:1])=[O:13])[CH2:23][C:22]2[C:17](=[CH:18][CH:19]=[CH:20][CH:21]=2)[CH2:16]1)=[O:25])[C:28]1[CH:29]=[CH:30][CH:31]=[CH:32][CH:33]=1, predict the reactants needed to synthesize it. The reactants are: [CH3:1][O:2][CH2:3][C@@H:4]([N:11]([CH2:34][C:35]1([C:38]([O:40]C)=[O:39])[CH2:37][CH2:36]1)[C:12]([C@@H:14]1[CH2:23][C:22]2[C:17](=[CH:18][CH:19]=[CH:20][CH:21]=2)[CH2:16][N:15]1[C:24]([O:26][CH2:27][C:28]1[CH:33]=[CH:32][CH:31]=[CH:30][CH:29]=1)=[O:25])=[O:13])[C:5]1[CH:10]=[CH:9][CH:8]=[CH:7][CH:6]=1.[Li+].[OH-].Cl. (2) Given the product [Cl:1][C:2]1[CH:3]=[CH:4][C:5]([C@H:8]2[N:15]3[C:11]([S:12][C:13]([C:19]([N:30]4[CH2:34][CH2:33][CH2:32][C@H:31]4[CH2:35][C:36]([NH2:38])=[O:37])=[O:20])=[C:14]3[CH:16]([CH3:18])[CH3:17])=[N:10][C@:9]2([C:23]2[CH:28]=[CH:27][C:26]([Cl:29])=[CH:25][CH:24]=2)[CH3:22])=[CH:6][CH:7]=1, predict the reactants needed to synthesize it. The reactants are: [Cl:1][C:2]1[CH:7]=[CH:6][C:5]([C@H:8]2[N:15]3[C:11]([S:12][C:13]([C:19](O)=[O:20])=[C:14]3[CH:16]([CH3:18])[CH3:17])=[N:10][C@:9]2([C:23]2[CH:28]=[CH:27][C:26]([Cl:29])=[CH:25][CH:24]=2)[CH3:22])=[CH:4][CH:3]=1.[NH:30]1[CH2:34][CH2:33][CH2:32][C@H:31]1[CH2:35][C:36]([NH2:38])=[O:37].